The task is: Predict which catalyst facilitates the given reaction.. This data is from Catalyst prediction with 721,799 reactions and 888 catalyst types from USPTO. The catalyst class is: 54. Reactant: [I:1][C:2]1[CH:3]=[C:4]2[C:8](=[CH:9][CH:10]=1)[C:7](=O)[NH:6][C:5]2=O.[BH4-].[Na+].O.[OH-].[Na+]. Product: [I:1][C:2]1[CH:3]=[C:4]2[C:8](=[CH:9][CH:10]=1)[CH2:7][NH:6][CH2:5]2.